Dataset: NCI-60 drug combinations with 297,098 pairs across 59 cell lines. Task: Regression. Given two drug SMILES strings and cell line genomic features, predict the synergy score measuring deviation from expected non-interaction effect. (1) Drug 1: C(=O)(N)NO. Drug 2: C1CN(CCN1C(=O)CCBr)C(=O)CCBr. Cell line: PC-3. Synergy scores: CSS=9.26, Synergy_ZIP=-3.92, Synergy_Bliss=0.742, Synergy_Loewe=-0.980, Synergy_HSA=0.945. (2) Drug 1: C1=NC2=C(N=C(N=C2N1C3C(C(C(O3)CO)O)O)F)N. Drug 2: CCN(CC)CCCC(C)NC1=C2C=C(C=CC2=NC3=C1C=CC(=C3)Cl)OC. Cell line: COLO 205. Synergy scores: CSS=32.3, Synergy_ZIP=-10.9, Synergy_Bliss=-4.61, Synergy_Loewe=-5.25, Synergy_HSA=-2.80. (3) Synergy scores: CSS=24.7, Synergy_ZIP=-2.04, Synergy_Bliss=-6.96, Synergy_Loewe=-8.13, Synergy_HSA=-2.32. Drug 2: C1=CC=C(C=C1)NC(=O)CCCCCCC(=O)NO. Drug 1: C1=CN(C(=O)N=C1N)C2C(C(C(O2)CO)O)O.Cl. Cell line: HCC-2998. (4) Drug 1: C1=NC(=NC(=O)N1C2C(C(C(O2)CO)O)O)N. Drug 2: CC(C)CN1C=NC2=C1C3=CC=CC=C3N=C2N. Cell line: BT-549. Synergy scores: CSS=30.7, Synergy_ZIP=-6.45, Synergy_Bliss=2.88, Synergy_Loewe=1.84, Synergy_HSA=0.950.